Dataset: Catalyst prediction with 721,799 reactions and 888 catalyst types from USPTO. Task: Predict which catalyst facilitates the given reaction. (1) Reactant: Cl.Cl.[CH:3]1([N:7]2[CH2:12][CH2:11][NH:10][CH2:9][CH2:8]2)[CH2:6][CH2:5][CH2:4]1.[C:13]1([C@@H:19]2[CH2:21][C@H:20]2[C:22](Cl)=[O:23])[CH:18]=[CH:17][CH:16]=[CH:15][CH:14]=1.CCOC(C)=O.CCCCCC. Product: [CH:3]1([N:7]2[CH2:12][CH2:11][N:10]([C:22]([C@@H:20]3[CH2:21][C@H:19]3[C:13]3[CH:18]=[CH:17][CH:16]=[CH:15][CH:14]=3)=[O:23])[CH2:9][CH2:8]2)[CH2:6][CH2:5][CH2:4]1. The catalyst class is: 2. (2) Reactant: [Cl:1][C:2]1[CH:3]=[C:4]2[C:9](=[C:10]([CH3:13])[C:11]=1[OH:12])[O:8][C:7]([CH3:14])=[C:6]([C:15]1[CH:20]=[CH:19][C:18]([O:21][CH3:22])=[CH:17][CH:16]=1)[CH:5]2O.O.[NH2:25][NH2:26]. Product: [Cl:1][C:2]1[CH:3]=[C:4]([C:5]2[C:6]([C:15]3[CH:20]=[CH:19][C:18]([O:21][CH3:22])=[CH:17][CH:16]=3)=[C:7]([CH3:14])[NH:26][N:25]=2)[C:9]([OH:8])=[C:10]([CH3:13])[C:11]=1[OH:12]. The catalyst class is: 14. (3) Reactant: C([Si](C)(C)[O:6][CH2:7][CH2:8][N:9]([CH3:32])[C@@H:10]1[C:19]2[CH:18]=[C:17]([NH:20][C:21](=[O:23])[CH3:22])[CH:16]=[CH:15][C:14]=2[C@H:13]([C:24]2[CH:29]=[CH:28][C:27]([Cl:30])=[C:26]([Cl:31])[CH:25]=2)[CH2:12][CH2:11]1)(C)(C)C.[F-].C([N+](CCCC)(CCCC)CCCC)CCC. Product: [Cl:31][C:26]1[CH:25]=[C:24]([C@@H:13]2[CH2:12][CH2:11][C@H:10]([N:9]([CH2:8][CH2:7][OH:6])[CH3:32])[C:19]3[CH:18]=[C:17]([NH:20][C:21](=[O:23])[CH3:22])[CH:16]=[CH:15][C:14]2=3)[CH:29]=[CH:28][C:27]=1[Cl:30]. The catalyst class is: 1. (4) Reactant: [C:1]([C:3]1[CH:4]=[CH:5][C:6]([F:15])=[C:7]([C:9]2[CH:14]=[CH:13][CH:12]=[CH:11][CH:10]=2)[CH:8]=1)#[N:2].B.Cl.[OH-].[Na+]. Product: [F:15][C:6]1[CH:5]=[CH:4][C:3]([CH2:1][NH2:2])=[CH:8][C:7]=1[C:9]1[CH:10]=[CH:11][CH:12]=[CH:13][CH:14]=1. The catalyst class is: 7. (5) The catalyst class is: 1. Product: [S:15]1[C:14]2[C:13]3[CH:16]=[CH:17][CH:18]=[CH:19][C:12]=3[O:11][CH2:10][CH2:9][C:8]=2[N:7]=[C:6]1[C:4]([OH:5])=[O:3]. Reactant: C([O:3][C:4]([C:6]1[S:15][C:14]2[C:13]3[CH:16]=[CH:17][CH:18]=[CH:19][C:12]=3[O:11][CH2:10][CH2:9][C:8]=2[N:7]=1)=[O:5])C.[OH-].[Na+].O. (6) Reactant: [C:1]([CH:4]1[C:9](=[O:10])[N:8]([CH2:11][CH3:12])[C:7](=[O:13])[NH:6][C:5]1=[O:14])(=[O:3])[CH3:2].[Li+].C[Si]([N-][Si](C)(C)C)(C)C.[F:25][C:26]1[CH:27]=[C:28]([CH:37]=[CH:38][C:39]=1[F:40])/[CH:29]=[N:30]/[S@:31]([C:33]([CH3:36])([CH3:35])[CH3:34])=[O:32]. Product: [F:25][C:26]1[CH:27]=[C:28]([C@H:29]([NH:30][S@:31]([C:33]([CH3:36])([CH3:35])[CH3:34])=[O:32])[CH2:2][C:1]([CH:4]2[C:9](=[O:10])[N:8]([CH2:11][CH3:12])[C:7](=[O:13])[NH:6][C:5]2=[O:14])=[O:3])[CH:37]=[CH:38][C:39]=1[F:40]. The catalyst class is: 182.